Predict the product of the given reaction. From a dataset of Forward reaction prediction with 1.9M reactions from USPTO patents (1976-2016). Given the reactants [CH3:1][O:2][C:3](=[O:19])[C:4]1[CH:9]=[CH:8][CH:7]=[C:6]([CH2:10]P(OCC)(OCC)=O)[CH:5]=1.[H-].[Na+].[Cl:22][C:23]1[CH:30]=[C:29]([O:31][CH2:32][C:33]2[N:34]([C:41]3[C:46]([Cl:47])=[CH:45][CH:44]=[CH:43][C:42]=3[Cl:48])[N:35]=[N:36][C:37]=2[CH:38]([CH3:40])[CH3:39])[CH:28]=[CH:27][C:24]=1[CH:25]=O, predict the reaction product. The product is: [CH3:1][O:2][C:3](=[O:19])[C:4]1[CH:9]=[CH:8][CH:7]=[C:6]([CH:10]=[CH:25][C:24]2[CH:27]=[CH:28][C:29]([O:31][CH2:32][C:33]3[N:34]([C:41]4[C:42]([Cl:48])=[CH:43][CH:44]=[CH:45][C:46]=4[Cl:47])[N:35]=[N:36][C:37]=3[CH:38]([CH3:40])[CH3:39])=[CH:30][C:23]=2[Cl:22])[CH:5]=1.